Dataset: Drug-target binding data from BindingDB using IC50 measurements. Task: Regression. Given a target protein amino acid sequence and a drug SMILES string, predict the binding affinity score between them. We predict pIC50 (pIC50 = -log10(IC50 in M); higher means more potent). Dataset: bindingdb_ic50. (1) The small molecule is Cc1ccc(-c2cnnc(N3CCC(c4cccc(C(F)(F)F)c4)C3)n2)o1. The target protein (P9WI55) has sequence MQFDVTIEIPKGQRNKYEVDHETGRVRLDRYLYTPMAYPTDYGFIEDTLGDDGDPLDALVLLPQPVFPGVLVAARPVGMFRMVDEHGGDDKVLCVPAGDPRWDHVQDIGDVPAFELDAIKHFFVHYKDLEPGKFVKAADWVDRAEAEAEVQRSVERFKAGTH. The pIC50 is 3.5. (2) The compound is CNCCC=C1c2ccccc2CCc2ccccc21. The target protein (P10634) has sequence MGLLIGDDLWAVVIFTAIFLLLVDLVHRHKFWTAHYPPGPVPLPGLGNLLQVDFENMPYSLYKLRSRYGDVFSLQIAWKPVVVINGLKAVRELLVTYGEDTADRPLLPIYNHLGYGNKSKGVVLAPYGPEWREQRRFSVSTLRDFGVGKKSLEQWVTEEAGHLCDTFAKEAEHPFNPSILLSKAVSNVIASLVYARRFEYEDPFFNRMLKTLKESFGEDTGFMAEVLNAIPILLQIPGLPGKVFPKLNSFIALVDKMLIEHKKSWDPAQPPRDMTDAFLAEMQKAKGNPESSFNDENLRLVVIDLFMAGMVTTSTTLSWALLLMILHPDVQRRVHEEIDEVIGQVRRPEMADQARMPFTNAVIHEVQRFADIVPTNIPHMTSRDIKFQGFLIPKGTTLIPNLSSVLKDETVWEKPLRFHPEHFLDAQGNFVKHEAFMPFSAGRRACLGEPLARMELFLFFTCLLQRFSFSVLAGRPRPSTHGVYALPVTPQPYQLCAVAR.... The pIC50 is 5.7. (3) The pIC50 is 6.0. The compound is CC(C)C[C@H]1NC(=O)[C@@H](NC(=O)[C@@H](CC(N)=O)NC(=O)[C@H](CCC(N)=O)NC(=O)[C@@H](N)Cc2ccc(O)cc2)C(C)OC(=O)C[C@@H]2NC(=O)[C@H]3COC(=O)CC[C@H](NC(=O)[C@H](Cc4c[nH]c5ccccc45)NC2=O)C(=O)N[C@H](C(=O)N[C@@H](Cc2ccc(O)cc2)C(=O)O)CCC(=O)NCCCC[C@H](NC1=O)C(=O)N[C@@H](Cc1ccc(O)cc1)C(=O)N1CCC[C@H]1C(=O)N3. The target protein (Q28153) has sequence MLRLLVFTSLVLYGHSTQDFPETNARVVGGTAVSKNSWPSQISLQYKSGSSWYHTCGGTLIKQKWVMTAAHCVDSQMTFRVVLGDHNLSQNDGTEQYISVQKIVVHPSWNSNNVAAGYDIAVLRLAQSATLNSYVQLGVLPQSGTILANNTPCYITGWGRTKTNGQLAQTLQQAYLPSVDYATCSSSSYWGSTVKTTMVCAGGDGVRAGCQGDSGGPLHCLVNGQYAVHGVTSFVSSLGCNVSKKPTVFTRVSAYISWINNAIASN. (4) The drug is Ic1ccccc1-c1nn2c(-c3ccccn3)nnc2s1. The target protein (Q9H773) has sequence MSVAGGEIRGDTGGEDTAAPGRFSFSPEPTLEDIRRLHAEFAAERDWEQFHQPRNLLLALVGEVGELAELFQWKTDGEPGPQGWSPRERAALQEELSDVLIYLVALAARCRVDLPLAVLSKMDINRRRYPAHLARSSSRKYTELPHGAISEDQAVGPADIPCDSTGQTST. The pIC50 is 6.3.